This data is from Full USPTO retrosynthesis dataset with 1.9M reactions from patents (1976-2016). The task is: Predict the reactants needed to synthesize the given product. (1) Given the product [C:5]1([N:6]2[C:15]3[CH:20]=[CH:19][C:18]([B:26]4[O:30][C:29]([CH3:32])([CH3:31])[C:28]([CH3:34])([CH3:33])[O:27]4)=[CH:17][C:16]=3[C:12]3[CH2:11][CH2:10][CH:9]=[CH:8][C:7]2=3)[CH:4]=[CH:3][CH:2]=[CH:14][CH:13]=1, predict the reactants needed to synthesize it. The reactants are: I[C:2]1[CH:3]=[CH:4][C:5]2[N:6]([C:15]3[CH:20]=[CH:19][CH:18]=[CH:17][CH:16]=3)[C:7]3[C:12]([C:13]=2[CH:14]=1)=[CH:11][CH:10]=[CH:9][CH:8]=3.[Li].C(O[B:26]1[O:30][C:29]([CH3:32])([CH3:31])[C:28]([CH3:34])([CH3:33])[O:27]1)(C)C. (2) The reactants are: [N:1]1([CH2:7][CH2:8][C:9]([N:11]2[CH2:17][CH2:16][CH2:15][CH2:14][C:13]3[NH:18][C:19]([CH:21]=O)=[CH:20][C:12]2=3)=[O:10])[CH2:6][CH2:5][CH2:4][CH2:3][CH2:2]1.[F:23][C:24]1[CH:29]=[CH:28][CH:27]=[C:26]([F:30])[C:25]=1[C:31]1[CH:39]=[CH:38][CH:37]=[C:36]2[C:32]=1[CH2:33][C:34](=[O:40])[NH:35]2. Given the product [F:23][C:24]1[CH:29]=[CH:28][CH:27]=[C:26]([F:30])[C:25]=1[C:31]1[CH:39]=[CH:38][CH:37]=[C:36]2[C:32]=1/[C:33](=[CH:21]/[C:19]1[NH:18][C:13]3[CH2:14][CH2:15][CH2:16][CH2:17][N:11]([C:9](=[O:10])[CH2:8][CH2:7][N:1]4[CH2:2][CH2:3][CH2:4][CH2:5][CH2:6]4)[C:12]=3[CH:20]=1)/[C:34](=[O:40])[NH:35]2, predict the reactants needed to synthesize it. (3) Given the product [C:38]1([C:44]2[O:45][C:46]([C:74]([F:76])([F:75])[F:77])=[C:47]([C:49]([NH:51][C:52]3[CH:57]=[CH:56][C:55]([NH:58][C@H:59]4[CH2:63][CH2:62][N:61]([C:64]([C@@H:66]5[CH2:70][CH2:69][CH2:68][C@H:67]5[C:71]([OH:73])=[O:72])=[O:65])[CH2:60]4)=[CH:54][CH:53]=3)=[O:50])[N:48]=2)[CH:39]=[CH:40][CH:41]=[CH:42][CH:43]=1, predict the reactants needed to synthesize it. The reactants are: C(OC(N1CCNCC1C1C=CC(NC(C2N=C(C3C=CC=CC=3)OC=2C(F)(F)F)=O)=CN=1)=O)(C)(C)C.[C:38]1([C:44]2[O:45][C:46]([C:74]([F:77])([F:76])[F:75])=[C:47]([C:49]([NH:51][C:52]3[CH:57]=[CH:56][C:55]([NH:58][C@H:59]4[CH2:63][CH2:62][N:61]([C:64]([CH:66]5[CH2:70][CH2:69][CH2:68][CH:67]5[C:71]([OH:73])=[O:72])=[O:65])[CH2:60]4)=[CH:54][CH:53]=3)=[O:50])[N:48]=2)[CH:43]=[CH:42][CH:41]=[CH:40][CH:39]=1. (4) Given the product [CH3:32][O:33][C:34]1[CH:35]=[N:36][CH:37]=[CH:38][C:39]=1[C:24]1[CH:23]=[CH:22][N:21]=[CH:20][C:19]=1[NH:2][CH3:3], predict the reactants needed to synthesize it. The reactants are: C[N:2]([C:19]1[CH:20]=[N:21][CH:22]=[CH:23][C:24]=1N1CCCCC1C)[C:3](=O)C1C=C(C(F)(F)F)C=C(C(F)(F)F)C=1.[CH3:32][O:33][C:34]1[CH:35]=[N:36][CH:37]=[CH:38][C:39]=1B(O)O.C(=O)([O-])[O-].[K+].[K+]. (5) Given the product [CH3:20][O:19][C:12]1[CH:13]=[C:14]([O:17][CH3:18])[CH:15]=[CH:16][C:11]=1[N:10]([C:21]1[CH:26]=[CH:25][N:24]=[C:23]([NH:40][C:37]2[CH:36]=[CH:35][C:34]([O:33][CH2:32][CH2:31][N:30]([CH3:41])[CH3:29])=[CH:39][CH:38]=2)[N:22]=1)[C:9](=[O:28])[O:8][CH2:7][C:3]1[CH:2]=[N:1][CH:6]=[CH:5][CH:4]=1, predict the reactants needed to synthesize it. The reactants are: [N:1]1[CH:6]=[CH:5][CH:4]=[C:3]([CH2:7][O:8][C:9](=[O:28])[N:10]([C:21]2[CH:26]=[CH:25][N:24]=[C:23](Cl)[N:22]=2)[C:11]2[CH:16]=[CH:15][C:14]([O:17][CH3:18])=[CH:13][C:12]=2[O:19][CH3:20])[CH:2]=1.[CH3:29][N:30]([CH3:41])[CH2:31][CH2:32][O:33][C:34]1[CH:39]=[CH:38][C:37]([NH2:40])=[CH:36][CH:35]=1.C(O)(C)C.FC(F)(F)C(O)=O. (6) Given the product [CH3:8][CH:7]([CH3:9])[CH2:6][CH:5]([C:10]1[CH:11]=[C:12]([C:22]2[CH:23]=[CH:24][C:25]([C:28]([F:31])([F:29])[F:30])=[CH:26][CH:27]=2)[CH:13]=[C:14]([CH:16]2[CH2:17][CH2:18][NH:19][CH2:20][CH2:21]2)[CH:15]=1)[C:4]([OH:32])=[O:3], predict the reactants needed to synthesize it. The reactants are: C([O:3][C:4](=[O:32])[CH:5]([C:10]1[CH:11]=[C:12]([C:22]2[CH:27]=[CH:26][C:25]([C:28]([F:31])([F:30])[F:29])=[CH:24][CH:23]=2)[CH:13]=[C:14]([CH:16]2[CH2:21][CH2:20][NH:19][CH2:18][CH2:17]2)[CH:15]=1)[CH2:6][CH:7]([CH3:9])[CH3:8])C.[OH-].[Na+]. (7) Given the product [Cl:22][C:23]1[CH:28]=[CH:27][C:26]2[N:20]([C:18]([CH2:17][C:13]3[CH:14]=[C:15]4[C:10](=[CH:11][CH:12]=3)[N:9]=[CH:8][C:7]([C:5]3[CH:4]=[N:3][N:2]([CH3:1])[CH:6]=3)=[CH:16]4)=[N:24][N:25]=2)[N:21]=1, predict the reactants needed to synthesize it. The reactants are: [CH3:1][N:2]1[CH:6]=[C:5]([C:7]2[CH:8]=[N:9][C:10]3[C:15]([CH:16]=2)=[CH:14][C:13]([CH2:17][C:18]([NH:20][NH2:21])=O)=[CH:12][CH:11]=3)[CH:4]=[N:3]1.[Cl:22][C:23]1[N:24]=[N:25][C:26](Cl)=[CH:27][CH:28]=1.